From a dataset of Catalyst prediction with 721,799 reactions and 888 catalyst types from USPTO. Predict which catalyst facilitates the given reaction. (1) Reactant: [H-].[Na+].[C:3]([O:7][C:8](=[O:20])[CH2:9][C:10]1[CH:15]=[CH:14][C:13]([S:16]([CH3:19])(=[O:18])=[O:17])=[CH:12][CH:11]=1)([CH3:6])([CH3:5])[CH3:4].[F:21][C:22]1[CH:29]=[CH:28][C:25]([CH2:26]Br)=[CH:24][CH:23]=1. Product: [C:3]([O:7][C:8](=[O:20])[CH:9]([C:10]1[CH:15]=[CH:14][C:13]([S:16]([CH3:19])(=[O:17])=[O:18])=[CH:12][CH:11]=1)[CH2:26][C:25]1[CH:28]=[CH:29][C:22]([F:21])=[CH:23][CH:24]=1)([CH3:5])([CH3:6])[CH3:4]. The catalyst class is: 3. (2) Reactant: Cl.[Cl:2][C:3]1[CH:9]=[CH:8][C:6](N)=[CH:5][C:4]=1[N+:10]([O-:12])=[O:11].N([O-])=O.[Na+].[C:17](=[S:22])([O:19][CH2:20][CH3:21])[S-:18].[K+]. Product: [C:17](=[S:18])([O:19][CH2:20][CH3:21])[S:22][C:6]1[CH:8]=[CH:9][C:3]([Cl:2])=[C:4]([N+:10]([O-:12])=[O:11])[CH:5]=1. The catalyst class is: 6. (3) Reactant: [NH2:1][C:2]1[CH:7]=[CH:6][C:5]([C:8]2[CH2:12][CH2:11][N:10]([C:13](=[O:26])[CH2:14][C:15]3[CH:20]=[C:19]([O:21][CH3:22])[C:18]([O:23][CH3:24])=[CH:17][C:16]=3[Cl:25])[N:9]=2)=[CH:4][CH:3]=1.[CH2:27]([N:29](CC)CC)C.N#CBr.O. Product: [Cl:25][C:16]1[CH:17]=[C:18]([O:23][CH3:24])[C:19]([O:21][CH3:22])=[CH:20][C:15]=1[CH2:14][C:13]([N:10]1[CH2:11][CH2:12][C:8]([C:5]2[CH:4]=[CH:3][C:2]([NH:1][C:27]#[N:29])=[CH:7][CH:6]=2)=[N:9]1)=[O:26]. The catalyst class is: 2. (4) Reactant: [N:1]1([C:7]2[N:12]=[CH:11][C:10]([NH:13]C(=O)OC(C)(C)C)=[CH:9][CH:8]=2)[CH2:6][CH2:5][CH2:4][CH2:3][CH2:2]1.[ClH:21]. Product: [ClH:21].[ClH:21].[N:1]1([C:7]2[N:12]=[CH:11][C:10]([NH2:13])=[CH:9][CH:8]=2)[CH2:2][CH2:3][CH2:4][CH2:5][CH2:6]1. The catalyst class is: 28. (5) Reactant: Cl[C:2]1[C:7]([CH2:8][CH:9](OCC)OCC)=[C:6]([Cl:16])[N:5]=[CH:4][N:3]=1.[NH2:17][C@H:18]1[CH2:22][C@H:21]([OH:23])[C@H:20]([CH2:24][OH:25])[CH2:19]1.Br.C(O)(C)C.C(N(CC)CC)C.Cl.C(=O)(O)[O-].[Na+]. Product: [Cl:16][C:6]1[C:7]2[CH:8]=[CH:9][N:17]([C@H:18]3[CH2:22][C@H:21]([OH:23])[C@H:20]([CH2:24][OH:25])[CH2:19]3)[C:2]=2[N:3]=[CH:4][N:5]=1. The catalyst class is: 6.